Dataset: Reaction yield outcomes from USPTO patents with 853,638 reactions. Task: Predict the reaction yield, written as a fraction of the theoretical maximum amount of product (1.0 means a 100% yield; for example, 0.34 means a 34% yield). (1) The product is [O:10]1[CH2:15][CH2:14][CH2:13][CH2:12][CH:11]1[O:1][C:2]1[CH:3]=[C:4]([CH:7]=[CH:8][CH:9]=1)[CH:5]=[O:6]. The yield is 0.820. The reactants are [OH:1][C:2]1[CH:3]=[C:4]([CH:7]=[CH:8][CH:9]=1)[CH:5]=[O:6].[O:10]1[CH:15]=[CH:14][CH2:13][CH2:12][CH2:11]1.N1C=CC=CC=1. The catalyst is C(Cl)Cl.C1(C)C=CC(S(O)(=O)=O)=CC=1. (2) The reactants are [F:1][C:2]([F:10])([F:9])[C:3]1[CH:8]=[CH:7][N:6]=[CH:5][CH:4]=1.[C:11]1([CH3:24])[CH:16]=[C:15]([CH3:17])[CH:14]=[C:13]([CH3:18])[C:12]=1[S:19]([O:22][NH2:23])(=[O:21])=[O:20]. The catalyst is C(Cl)Cl. The product is [CH3:18][C:13]1[CH:14]=[C:15]([CH3:17])[CH:16]=[C:11]([CH3:24])[C:12]=1[S:19]([O-:22])(=[O:21])=[O:20].[NH2:23][N+:6]1[CH:7]=[CH:8][C:3]([C:2]([F:10])([F:9])[F:1])=[CH:4][CH:5]=1. The yield is 1.00.